This data is from TCR-epitope binding with 47,182 pairs between 192 epitopes and 23,139 TCRs. The task is: Binary Classification. Given a T-cell receptor sequence (or CDR3 region) and an epitope sequence, predict whether binding occurs between them. (1) The epitope is HTDFSSEIIGY. The TCR CDR3 sequence is CASSLGPLMAKNIQYF. Result: 0 (the TCR does not bind to the epitope). (2) The epitope is TPGPGVRYPL. Result: 1 (the TCR binds to the epitope). The TCR CDR3 sequence is CASSSPLTSGRLNEQFF. (3) The epitope is TLIGDCATV. The TCR CDR3 sequence is CASRTSGTSYEQYF. Result: 1 (the TCR binds to the epitope).